Dataset: NCI-60 drug combinations with 297,098 pairs across 59 cell lines. Task: Regression. Given two drug SMILES strings and cell line genomic features, predict the synergy score measuring deviation from expected non-interaction effect. (1) Drug 1: CC1C(C(=O)NC(C(=O)N2CCCC2C(=O)N(CC(=O)N(C(C(=O)O1)C(C)C)C)C)C(C)C)NC(=O)C3=C4C(=C(C=C3)C)OC5=C(C(=O)C(=C(C5=N4)C(=O)NC6C(OC(=O)C(N(C(=O)CN(C(=O)C7CCCN7C(=O)C(NC6=O)C(C)C)C)C)C(C)C)C)N)C. Drug 2: C1CN(P(=O)(OC1)NCCCl)CCCl. Synergy scores: CSS=22.0, Synergy_ZIP=-6.95, Synergy_Bliss=1.18, Synergy_Loewe=-20.5, Synergy_HSA=-0.733. Cell line: OVCAR-8. (2) Drug 1: C1=CC(=CC=C1CC(C(=O)O)N)N(CCCl)CCCl.Cl. Drug 2: C1C(C(OC1N2C=NC3=C2NC=NCC3O)CO)O. Cell line: HT29. Synergy scores: CSS=7.97, Synergy_ZIP=-1.40, Synergy_Bliss=2.14, Synergy_Loewe=-9.29, Synergy_HSA=-2.79.